From a dataset of Full USPTO retrosynthesis dataset with 1.9M reactions from patents (1976-2016). Predict the reactants needed to synthesize the given product. (1) Given the product [Br:1][C:2]1[C:7]([Cl:8])=[N:6][CH:5]=[C:4]([O:9][CH3:10])[CH:3]=1, predict the reactants needed to synthesize it. The reactants are: [Br:1][C:2]1[CH:3]=[C:4]([OH:9])[CH:5]=[N:6][C:7]=1[Cl:8].[C:10](=O)([O-])[O-].[K+].[K+].IC. (2) Given the product [Cl:23][C:4]1[CH:3]=[C:2]([C:29]2[N:25]([CH3:24])[N:26]=[N:27][CH:28]=2)[C:7]([O:8][CH3:9])=[CH:6][C:5]=1[NH:10][C:11]1[N:16]=[C:15]([NH:17][CH3:18])[C:14]([C:19]([F:22])([F:21])[F:20])=[CH:13][N:12]=1, predict the reactants needed to synthesize it. The reactants are: Br[C:2]1[C:7]([O:8][CH3:9])=[CH:6][C:5]([NH:10][C:11]2[N:16]=[C:15]([NH:17][CH3:18])[C:14]([C:19]([F:22])([F:21])[F:20])=[CH:13][N:12]=2)=[C:4]([Cl:23])[CH:3]=1.[CH3:24][N:25]1[C:29]([Sn](CCCC)(CCCC)CCCC)=[CH:28][N:27]=[N:26]1. (3) Given the product [CH2:1]([O:8][CH2:9][CH2:10][CH2:11][CH2:12][O:13][C:14]1[C:37]([O:38][CH3:39])=[CH:36][C:17]2[C:18]3[N:23]([CH:24]([C:26]([CH3:28])([CH3:29])[CH3:27])[CH2:25][C:16]=2[CH:15]=1)[CH:22]=[C:21]([C:30]([OH:32])=[O:31])[C:20](=[O:35])[CH:19]=3)[C:2]1[CH:7]=[CH:6][CH:5]=[CH:4][CH:3]=1, predict the reactants needed to synthesize it. The reactants are: [CH2:1]([O:8][CH2:9][CH2:10][CH2:11][CH2:12][O:13][C:14]1[C:37]([O:38][CH3:39])=[CH:36][C:17]2[C:18]3[N:23]([CH:24]([C:26]([CH3:29])([CH3:28])[CH3:27])[CH2:25][C:16]=2[CH:15]=1)[CH:22]=[C:21]([C:30]([O:32]CC)=[O:31])[C:20](=[O:35])[CH:19]=3)[C:2]1[CH:7]=[CH:6][CH:5]=[CH:4][CH:3]=1.CO.O[Li].O.Cl. (4) Given the product [F:19][C:16]1[CH:17]=[CH:18][C:13]([C:10]2[C:11]3[C:6](=[N:5][N:4]([CH2:3][CH2:2][NH:1][C:35](=[O:36])[CH2:34][Cl:33])[CH:12]=3)[N:7]=[C:8]([C:26]3[CH:27]=[CH:28][C:29]([F:32])=[CH:30][CH:31]=3)[C:9]=2[C:20]2[CH:25]=[CH:24][N:23]=[CH:22][CH:21]=2)=[CH:14][CH:15]=1, predict the reactants needed to synthesize it. The reactants are: [NH2:1][CH2:2][CH2:3][N:4]1[CH:12]=[C:11]2[C:6]([N:7]=[C:8]([C:26]3[CH:31]=[CH:30][C:29]([F:32])=[CH:28][CH:27]=3)[C:9]([C:20]3[CH:25]=[CH:24][N:23]=[CH:22][CH:21]=3)=[C:10]2[C:13]2[CH:18]=[CH:17][C:16]([F:19])=[CH:15][CH:14]=2)=[N:5]1.[Cl:33][CH2:34][C:35](Cl)=[O:36]. (5) Given the product [Cl:1][C:2]1[C:3]([NH:26][C:27]2[CH:32]=[CH:31][CH:30]=[CH:29][C:28]=2[S:33]([CH:36]([CH3:38])[CH3:37])(=[O:35])=[O:34])=[N:4][C:5]([NH:8][C:9]2[C:10]([O:22][CH:23]([CH3:25])[CH3:24])=[CH:11][C:12]([CH:16]3[CH2:21][CH2:20][N:19]([C:45]([C@@H:41]4[CH2:42][CH2:43][CH2:44][NH:40]4)=[O:46])[CH2:18][CH2:17]3)=[C:13]([CH3:15])[CH:14]=2)=[N:6][CH:7]=1, predict the reactants needed to synthesize it. The reactants are: [Cl:1][C:2]1[C:3]([NH:26][C:27]2[CH:32]=[CH:31][CH:30]=[CH:29][C:28]=2[S:33]([CH:36]([CH3:38])[CH3:37])(=[O:35])=[O:34])=[N:4][C:5]([NH:8][C:9]2[CH:14]=[C:13]([CH3:15])[C:12]([CH:16]3[CH2:21][CH2:20][NH:19][CH2:18][CH2:17]3)=[CH:11][C:10]=2[O:22][CH:23]([CH3:25])[CH3:24])=[N:6][CH:7]=1.Cl.[NH:40]1[CH2:44][CH2:43][CH2:42][C@H:41]1[C:45](Cl)=[O:46].